This data is from Peptide-MHC class I binding affinity with 185,985 pairs from IEDB/IMGT. The task is: Regression. Given a peptide amino acid sequence and an MHC pseudo amino acid sequence, predict their binding affinity value. This is MHC class I binding data. (1) The peptide sequence is GNWFDLASW. The MHC is Mamu-B52 with pseudo-sequence Mamu-B52. The binding affinity (normalized) is 0.616. (2) The peptide sequence is YGIYCTLYV. The MHC is Mamu-B52 with pseudo-sequence Mamu-B52. The binding affinity (normalized) is 0.432. (3) The peptide sequence is WRDDSRGRW. The MHC is HLA-B15:01 with pseudo-sequence HLA-B15:01. The binding affinity (normalized) is 0.0847. (4) The peptide sequence is NRLKPRDFK. The MHC is HLA-B35:01 with pseudo-sequence HLA-B35:01. The binding affinity (normalized) is 0.0847. (5) The peptide sequence is MYLKLRSETL. The MHC is HLA-A24:02 with pseudo-sequence HLA-A24:02. The binding affinity (normalized) is 0.528.